This data is from Full USPTO retrosynthesis dataset with 1.9M reactions from patents (1976-2016). The task is: Predict the reactants needed to synthesize the given product. (1) Given the product [ClH:26].[Cl:27][C:21]1[CH:22]=[C:23]([Cl:26])[CH:24]=[CH:25][C:20]=1[CH2:19][NH:18][C:14]1[C:15]2[CH2:16][CH2:17][NH:8][CH2:9][C:10]=2[N:11]=[C:12]([O:28][S:29]([C:32]2[CH:33]=[CH:34][C:35]([CH3:38])=[CH:36][CH:37]=2)(=[O:31])=[O:30])[N:13]=1, predict the reactants needed to synthesize it. The reactants are: C([N:8]1[CH2:17][CH2:16][C:15]2[C:14]([NH:18][CH2:19][C:20]3[CH:25]=[CH:24][C:23]([Cl:26])=[CH:22][C:21]=3[Cl:27])=[N:13][C:12]([O:28][S:29]([C:32]3[CH:37]=[CH:36][C:35]([CH3:38])=[CH:34][CH:33]=3)(=[O:31])=[O:30])=[N:11][C:10]=2[CH2:9]1)C1C=CC=CC=1.ClC(OC(Cl)C)=O. (2) The reactants are: [Br:1][C:2]1[C:3]([CH:16]=O)=[CH:4][C:5]([O:14][CH3:15])=[C:6]([CH:8]([CH3:13])[C:9]([O:11][CH3:12])=[O:10])[CH:7]=1.[O:18]=[C:19]1[CH2:23][CH2:22][S:21][CH2:20]1. Given the product [Br:1][C:2]1[C:3]([CH:16]=[C:20]2[C:19](=[O:18])[CH2:23][CH2:22][S:21]2)=[CH:4][C:5]([O:14][CH3:15])=[C:6]([CH:8]([CH3:13])[C:9]([O:11][CH3:12])=[O:10])[CH:7]=1, predict the reactants needed to synthesize it. (3) Given the product [C:11]([C:8]1[CH:9]=[CH:10][C:4]2[S:3][C:2]([N:29]3[CH2:28][CH2:27][N:26]([C:30]([O:32][C:33]([CH3:35])([CH3:34])[CH3:36])=[O:31])[CH2:25][C:24]3=[O:23])=[N:6][C:5]=2[CH:7]=1)#[N:12], predict the reactants needed to synthesize it. The reactants are: Cl[C:2]1[S:3][C:4]2[CH:10]=[CH:9][C:8]([C:11]#[N:12])=[CH:7][C:5]=2[N:6]=1.NC1C=C(C=CC=1Cl)C#N.[O:23]=[C:24]1[NH:29][CH2:28][CH2:27][N:26]([C:30]([O:32][C:33]([CH3:36])([CH3:35])[CH3:34])=[O:31])[CH2:25]1.CC1(C)C2C(=C(P(C3C=CC=CC=3)C3C=CC=CC=3)C=CC=2)OC2C(P(C3C=CC=CC=3)C3C=CC=CC=3)=CC=CC1=2.C(=O)([O-])[O-].[Cs+].[Cs+]. (4) The reactants are: Br[C:2]1[C:3]([NH2:9])=[N:4][CH:5]=[C:6]([Br:8])[N:7]=1.CC1(C)C(C)(C)BC([C:18]2[CH:19]=[C:20]([OH:24])[CH:21]=[CH:22][CH:23]=2)C1.COCOC.C(=O)([O-])[O-].[Na+].[Na+].O. Given the product [NH2:9][C:3]1[C:2]([C:18]2[CH:19]=[C:20]([OH:24])[CH:21]=[CH:22][CH:23]=2)=[N:7][C:6]([Br:8])=[CH:5][N:4]=1, predict the reactants needed to synthesize it.